Dataset: Full USPTO retrosynthesis dataset with 1.9M reactions from patents (1976-2016). Task: Predict the reactants needed to synthesize the given product. (1) Given the product [ClH:23].[N:1]1[CH:2]=[CH:3][N:4]2[C:13]=1[C:12]1[CH:11]=[CH:10][CH:9]=[CH:8][C:7]=1[N:6]=[C:5]2[NH:14][C:15](=[O:22])[C:16]1[CH:21]=[CH:20][CH:19]=[N:18][CH:17]=1, predict the reactants needed to synthesize it. The reactants are: [N:1]1[CH:2]=[CH:3][N:4]2[C:13]=1[C:12]1[CH:11]=[CH:10][CH:9]=[CH:8][C:7]=1[N:6]=[C:5]2[NH:14][C:15](=[O:22])[C:16]1[CH:21]=[CH:20][CH:19]=[N:18][CH:17]=1.[ClH:23]. (2) Given the product [Br:13][C:11]1[S:12][C:4]2[C:3]([C:1]#[N:2])=[CH:8][NH:7][C:6](=[O:9])[C:5]=2[CH:10]=1, predict the reactants needed to synthesize it. The reactants are: [C:1]([C:3]1[C:4]2[S:12][CH:11]=[CH:10][C:5]=2[C:6](=[O:9])[NH:7][CH:8]=1)#[N:2].[Br:13]NC(=O)CCC(N)=O.O. (3) The reactants are: [Cl:1][C:2]1[CH:3]=[C:4]([NH2:10])[C:5]([NH2:9])=[CH:6][C:7]=1[Cl:8].C[Al](C)C.C(O[C:18](=O)[CH:19]([O:26][CH:27]1[CH2:32][CH2:31][N:30]([CH3:33])[CH2:29][CH2:28]1)[C:20]1[CH:25]=[CH:24][CH:23]=[CH:22][CH:21]=1)C.[OH-].[Na+]. Given the product [Cl:1][C:2]1[C:7]([Cl:8])=[CH:6][C:5]2[NH:9][C:18]([CH:19]([O:26][CH:27]3[CH2:32][CH2:31][N:30]([CH3:33])[CH2:29][CH2:28]3)[C:20]3[CH:25]=[CH:24][CH:23]=[CH:22][CH:21]=3)=[N:10][C:4]=2[CH:3]=1, predict the reactants needed to synthesize it. (4) Given the product [C:28]([O:32][C:33]([N:35]1[CH2:40][CH2:39][CH:38]([CH:41]([OH:42])[C:2]2[CH:7]=[CH:6][C:5]([S:8](=[O:10])(=[O:9])[NH:11][CH3:12])=[CH:4][CH:3]=2)[CH2:37][CH2:36]1)=[O:34])([CH3:31])([CH3:30])[CH3:29], predict the reactants needed to synthesize it. The reactants are: Br[C:2]1[CH:7]=[CH:6][C:5]([S:8]([NH:11][CH3:12])(=[O:10])=[O:9])=[CH:4][CH:3]=1.[Li]C.[Li]CCCC.CN(CCN(C)C)C.[C:28]([O:32][C:33]([N:35]1[CH2:40][CH2:39][CH:38]([CH:41]=[O:42])[CH2:37][CH2:36]1)=[O:34])([CH3:31])([CH3:30])[CH3:29]. (5) Given the product [CH3:11][C:10]1[CH:9]=[CH:8][C:4]([C:5]([OH:7])=[O:6])=[CH:3][C:2]=1[B:15]1[O:16][C:17]([CH3:19])([CH3:18])[C:13]([CH3:29])([CH3:12])[O:14]1, predict the reactants needed to synthesize it. The reactants are: I[C:2]1[CH:3]=[C:4]([CH:8]=[CH:9][C:10]=1[CH3:11])[C:5]([OH:7])=[O:6].[CH3:12][C:13]1([CH3:29])[C:17]([CH3:19])([CH3:18])[O:16][B:15]([B:15]2[O:16][C:17]([CH3:19])([CH3:18])[C:13]([CH3:29])([CH3:12])[O:14]2)[O:14]1.C([O-])(=O)C.[K+].